This data is from Full USPTO retrosynthesis dataset with 1.9M reactions from patents (1976-2016). The task is: Predict the reactants needed to synthesize the given product. (1) Given the product [F:34][C:30]1[CH:29]=[C:28]([CH:33]=[CH:32][CH:31]=1)[CH2:27][NH:26][C:24]([C:22]1[S:23][C:19]([N:16]2[CH:17]=[CH:18][C:13]([O:12][CH2:11][CH2:10][CH2:9][OH:8])=[CH:14][C:15]2=[O:36])=[CH:20][C:21]=1[CH3:35])=[O:25], predict the reactants needed to synthesize it. The reactants are: [Si]([O:8][CH2:9][CH2:10][CH2:11][O:12][C:13]1[CH:18]=[CH:17][N:16]([C:19]2[S:23][C:22]([C:24]([NH:26][CH2:27][C:28]3[CH:33]=[CH:32][CH:31]=[C:30]([F:34])[CH:29]=3)=[O:25])=[C:21]([CH3:35])[CH:20]=2)[C:15](=[O:36])[CH:14]=1)(C(C)(C)C)(C)C. (2) Given the product [Cl:8][C:6]1[CH:7]=[C:2]([N:9]2[CH2:14][CH2:13][CH2:12][CH2:11][CH2:10]2)[N:3]=[CH:4][N:5]=1, predict the reactants needed to synthesize it. The reactants are: Cl[C:2]1[CH:7]=[C:6]([Cl:8])[N:5]=[CH:4][N:3]=1.[NH:9]1[CH2:14][CH2:13][CH2:12][CH2:11][CH2:10]1. (3) The reactants are: [F:1][C:2]1[CH:8]=[CH:7][C:5]([NH2:6])=[CH:4][C:3]=1[N+:9]([O-:11])=[O:10].[C:12](OC(=O)C)(=[O:14])[CH3:13]. Given the product [F:1][C:2]1[CH:8]=[CH:7][C:5]([NH:6][C:12](=[O:14])[CH3:13])=[CH:4][C:3]=1[N+:9]([O-:11])=[O:10], predict the reactants needed to synthesize it. (4) Given the product [F:22][C:2]1([F:1])[C@H:3]2[C@@H:7]1[CH2:6][N:5]([S:8]([C:11]1[CH:16]=[CH:15][C:14]([F:17])=[CH:13][CH:12]=1)(=[O:10])=[O:9])[C@@H:4]2[C:18]([OH:20])=[O:19], predict the reactants needed to synthesize it. The reactants are: [F:1][C:2]1([F:22])[C@@H:7]2[C@H:3]1[C@@H:4]([C:18]([O:20]C)=[O:19])[N:5]([S:8]([C:11]1[CH:16]=[CH:15][C:14]([F:17])=[CH:13][CH:12]=1)(=[O:10])=[O:9])[CH2:6]2.O.[OH-].[Li+].